Dataset: Forward reaction prediction with 1.9M reactions from USPTO patents (1976-2016). Task: Predict the product of the given reaction. (1) Given the reactants [CH3:1][S:2]([C:5]1[CH:10]=[CH:9][C:8]([C:11]2[CH:16]=[CH:15][C:14]([OH:17])=[C:13](O)[CH:12]=2)=[CH:7][CH:6]=1)(=[O:4])=[O:3].[C:19](=[O:22])([O-])[O-].[K+].[K+].[I-].[CH4:26], predict the reaction product. The product is: [CH3:1][S:2]([C:5]1[CH:10]=[CH:9][C:8]([C:11]2[CH:16]=[CH:15][C:14]([O:17][CH3:26])=[C:13]([O:22][CH3:19])[CH:12]=2)=[CH:7][CH:6]=1)(=[O:4])=[O:3]. (2) Given the reactants FC(F)(F)C([NH:5][C:6]1[CH:13]=[CH:12][CH:11]=[CH:10][C:7]=1[CH:8]=[O:9])=O.[N+](C1C=CC=CC=1C=O)([O-])=O.[Sn](Cl)Cl.[OH-].[Na+], predict the reaction product. The product is: [NH2:5][C:6]1[CH:13]=[CH:12][CH:11]=[CH:10][C:7]=1[CH:8]=[O:9]. (3) Given the reactants Cl[C:2]1[C:3](=[O:15])[N:4]([C@@H:9]([CH2:12][O:13][CH3:14])[CH2:10][CH3:11])[CH:5]=[C:6]([Cl:8])[N:7]=1.Cl.[Br:17][C:18]1[CH:19]=[C:20]([O:27][CH3:28])[CH:21]=[C:22]2[C:26]=1[NH:25][CH2:24][CH2:23]2, predict the reaction product. The product is: [Br:17][C:18]1[CH:19]=[C:20]([O:27][CH3:28])[CH:21]=[C:22]2[C:26]=1[N:25]([C:2]1[C:3](=[O:15])[N:4]([C@@H:9]([CH2:12][O:13][CH3:14])[CH2:10][CH3:11])[CH:5]=[C:6]([Cl:8])[N:7]=1)[CH2:24][CH2:23]2. (4) Given the reactants [F:1][C:2]1[CH:3]=[C:4]2[C:16](=[CH:17][CH:18]=1)[NH:15][C:14]1[CH2:13][C:8]3(OCC[O:9]3)[CH2:7][CH2:6][C:5]2=1.C, predict the reaction product. The product is: [F:1][C:2]1[CH:3]=[C:4]2[C:16](=[CH:17][CH:18]=1)[NH:15][C:14]1[CH2:13][C:8](=[O:9])[CH2:7][CH2:6][C:5]2=1. (5) Given the reactants [CH3:1][S:2]([C:5]1[CH:10]=[CH:9][C:8]([C:11]2[N:16]=[CH:15][C:14]([CH2:17][N:18]([CH2:32][CH2:33][CH3:34])[CH:19]3[CH2:24][CH2:23][N:22](C(OC(C)(C)C)=O)[CH2:21][CH2:20]3)=[CH:13][CH:12]=2)=[CH:7][CH:6]=1)(=[O:4])=[O:3].C(O)(C(F)(F)F)=O, predict the reaction product. The product is: [CH3:1][S:2]([C:5]1[CH:6]=[CH:7][C:8]([C:11]2[N:16]=[CH:15][C:14]([CH2:17][N:18]([CH2:32][CH2:33][CH3:34])[CH:19]3[CH2:24][CH2:23][NH:22][CH2:21][CH2:20]3)=[CH:13][CH:12]=2)=[CH:9][CH:10]=1)(=[O:3])=[O:4]. (6) Given the reactants C([O:3][C:4](=[O:17])[C:5]([CH3:16])([S:7]([C:10]1[CH:11]=[N:12][CH:13]=[CH:14][CH:15]=1)(=[O:9])=[O:8])[CH3:6])C.O.[OH-].[Li+], predict the reaction product. The product is: [CH3:16][C:5]([S:7]([C:10]1[CH:11]=[N:12][CH:13]=[CH:14][CH:15]=1)(=[O:9])=[O:8])([CH3:6])[C:4]([OH:17])=[O:3]. (7) Given the reactants [N:1]1([C:7]2[C:8]3[N:16]=[C:15]([C:17]4[CH:22]=[CH:21][CH:20]=[CH:19][N:18]=4)[S:14][C:9]=3[N:10]=[C:11]([NH2:13])[N:12]=2)[CH2:6][CH2:5][NH:4][CH2:3][CH2:2]1.[Cl:23][C:24]1[CH:34]=[CH:33][C:27]([O:28][CH2:29][C:30](O)=[O:31])=[CH:26][CH:25]=1, predict the reaction product. The product is: [NH2:13][C:11]1[N:12]=[C:7]([N:1]2[CH2:6][CH2:5][N:4]([C:30](=[O:31])[CH2:29][O:28][C:27]3[CH:33]=[CH:34][C:24]([Cl:23])=[CH:25][CH:26]=3)[CH2:3][CH2:2]2)[C:8]2[N:16]=[C:15]([C:17]3[CH:22]=[CH:21][CH:20]=[CH:19][N:18]=3)[S:14][C:9]=2[N:10]=1.